Dataset: Forward reaction prediction with 1.9M reactions from USPTO patents (1976-2016). Task: Predict the product of the given reaction. (1) Given the reactants Br[C:2]1[CH:7]=[CH:6][C:5]([C:8]([F:11])([F:10])[F:9])=[CH:4][N:3]=1.[CH:12]1([C:15]2[N:16]=[CH:17][C:18]([O:21][CH:22]3[CH2:31][N:25]4[CH2:26][CH2:27][NH:28][C:29](=[O:30])[CH:24]4[CH2:23]3)=[N:19][CH:20]=2)[CH2:14][CH2:13]1.C1(P(C2C=CC=CC=2)C2C3OC4C(=CC=CC=4P(C4C=CC=CC=4)C4C=CC=CC=4)C(C)(C)C=3C=CC=2)C=CC=CC=1.C(=O)([O-])[O-].[Cs+].[Cs+], predict the reaction product. The product is: [CH:12]1([C:15]2[N:16]=[CH:17][C:18]([O:21][C@H:22]3[CH2:31][N:25]4[CH2:26][CH2:27][N:28]([C:2]5[CH:7]=[CH:6][C:5]([C:8]([F:11])([F:10])[F:9])=[CH:4][N:3]=5)[C:29](=[O:30])[C@@H:24]4[CH2:23]3)=[N:19][CH:20]=2)[CH2:14][CH2:13]1. (2) Given the reactants [C:1]1([O:11][CH2:12][CH2:13][CH2:14][N:15]2[C:23]3[C:18](=[CH:19][CH:20]=[CH:21][CH:22]=3)[C:17]([N:24]3[CH2:29][CH2:28][CH2:27][CH2:26][CH2:25]3)=[C:16]2[C:30]([O:32]CC)=[O:31])[C:10]2[C:5](=[CH:6][CH:7]=[CH:8][CH:9]=2)[CH:4]=[CH:3][CH:2]=1, predict the reaction product. The product is: [C:1]1([O:11][CH2:12][CH2:13][CH2:14][N:15]2[C:23]3[C:18](=[CH:19][CH:20]=[CH:21][CH:22]=3)[C:17]([N:24]3[CH2:25][CH2:26][CH2:27][CH2:28][CH2:29]3)=[C:16]2[C:30]([OH:32])=[O:31])[C:10]2[C:5](=[CH:6][CH:7]=[CH:8][CH:9]=2)[CH:4]=[CH:3][CH:2]=1. (3) The product is: [Cl:1][C:2]1[C:3]([NH:13][C:14]2[CH:19]=[N:18][CH:17]=[C:16]([C:20]3[CH:21]=[CH:22][C:23]([OH:26])=[CH:24][CH:25]=3)[N:15]=2)=[CH:4][C:5]([O:11][CH3:12])=[C:6]([CH:10]=1)[C:7]([NH:27][CH2:28][CH2:29][NH:30][CH2:31][CH:32]([OH:34])[CH3:33])=[O:9]. Given the reactants [Cl:1][C:2]1[C:3]([NH:13][C:14]2[CH:19]=[N:18][CH:17]=[C:16]([C:20]3[CH:25]=[CH:24][C:23]([OH:26])=[CH:22][CH:21]=3)[N:15]=2)=[CH:4][C:5]([O:11][CH3:12])=[C:6]([CH:10]=1)[C:7]([OH:9])=O.[NH2:27][CH2:28][CH2:29][NH:30][CH2:31][CH:32]([OH:34])[CH3:33].C(N(CC)CC)C.CN(C(ON1N=NC2C=CC=CC1=2)=[N+](C)C)C.[B-](F)(F)(F)F, predict the reaction product.